This data is from Reaction yield outcomes from USPTO patents with 853,638 reactions. The task is: Predict the reaction yield, written as a fraction of the theoretical maximum amount of product (1.0 means a 100% yield; for example, 0.34 means a 34% yield). (1) The reactants are [Br-].[C:2]([CH2:4][P+](C1C=CC=CC=1)(C1C=CC=CC=1)C1C=CC=CC=1)#[N:3].[OH-].[Na+].[F:26][C:27]1[CH:41]=[CH:40][C:30]([O:31][C:32]2[CH:39]=[CH:38][C:35]([CH:36]=O)=[CH:34][CH:33]=2)=[CH:29][CH:28]=1. The catalyst is O.C(Cl)Cl. The product is [F:26][C:27]1[CH:41]=[CH:40][C:30]([O:31][C:32]2[CH:39]=[CH:38][C:35]([CH:36]=[CH:4][C:2]#[N:3])=[CH:34][CH:33]=2)=[CH:29][CH:28]=1. The yield is 0.910. (2) The product is [Cl:40][C:2]1[N:3]=[C:4]([C:12]([OH:14])=[O:41])[CH:5]=[C:6]([C:8]([F:11])([F:10])[F:9])[CH:7]=1. The yield is 0.670. The catalyst is N1C=CC=CC=1. The reactants are Cl[C:2]1[CH:7]=[C:6]([C:8]([F:11])([F:10])[F:9])[CH:5]=[C:4]([CH3:12])[N:3]=1.[Mn]([O-])(=O)(=O)=[O:14].C([N+](CCCC)(CCCC)CCCC)CCC.OS([O-])=O.[Na+].[ClH:40].[OH2:41]. (3) The catalyst is CO.O. The product is [CH:1]1([CH2:6][CH:7]([C:17]2[NH:25][C:20]3=[N:21][CH:22]=[CH:23][CH:24]=[C:19]3[CH:18]=2)[C:8]2[CH:9]=[CH:10][C:11]([S:14]([CH3:16])(=[O:40])=[O:15])=[CH:12][CH:13]=2)[CH2:5][CH2:4][CH2:3][CH2:2]1. The yield is 0.230. The reactants are [CH:1]1([CH2:6][CH:7]([C:17]2[NH:25][C:20]3=[N:21][CH:22]=[CH:23][CH:24]=[C:19]3[CH:18]=2)[C:8]2[CH:13]=[CH:12][C:11]([S:14]([CH3:16])=[O:15])=[CH:10][CH:9]=2)[CH2:5][CH2:4][CH2:3][CH2:2]1.C1(C=C(C2NC3=NC=CC=C3C=2)C2C=CC(S(C)=[O:40])=CC=2)CCCC1.[Mn]([O-])(=O)(=O)=O.[K+].